This data is from Full USPTO retrosynthesis dataset with 1.9M reactions from patents (1976-2016). The task is: Predict the reactants needed to synthesize the given product. (1) Given the product [Cl:29][C:22]1[CH:23]=[C:24]([Cl:28])[CH:25]=[C:26]([Cl:27])[C:21]=1[S:18]([NH:16][CH:15]([CH2:17][N:8]1[C:9]2[C:4](=[CH:3][C:2]([CH3:1])=[CH:11][CH:10]=2)[CH2:5][CH2:6][CH2:7]1)[CH:12]([CH3:14])[CH3:13])(=[O:19])=[O:20], predict the reactants needed to synthesize it. The reactants are: [CH3:1][C:2]1[CH:3]=[C:4]2[C:9](=[CH:10][CH:11]=1)[NH:8][CH2:7][CH2:6][CH2:5]2.[CH:12]([CH:15]1[CH2:17][N:16]1[S:18]([C:21]1[C:26]([Cl:27])=[CH:25][C:24]([Cl:28])=[CH:23][C:22]=1[Cl:29])(=[O:20])=[O:19])([CH3:14])[CH3:13]. (2) Given the product [Cl:1][C:2]1[CH:7]=[C:6]([Cl:8])[CH:5]=[CH:4][C:3]=1[C:9]1[N:10]=[C:11](/[CH:16]=[CH:17]/[C:18]2[CH:23]=[CH:22][C:21]([C:24]3[CH:25]=[CH:26][C:27]([O:30][CH2:32][C:33]4[CH:38]=[CH:37][C:36]([C:39]5[NH:40][N:43]=[N:42][N:41]=5)=[CH:35][CH:34]=4)=[CH:28][CH:29]=3)=[CH:20][CH:19]=2)[N:12]([CH2:14][CH3:15])[CH:13]=1, predict the reactants needed to synthesize it. The reactants are: [Cl:1][C:2]1[CH:7]=[C:6]([Cl:8])[CH:5]=[CH:4][C:3]=1[C:9]1[N:10]=[C:11](/[CH:16]=[CH:17]/[C:18]2[CH:23]=[CH:22][C:21]([C:24]3[CH:29]=[CH:28][C:27]([OH:30])=[CH:26][CH:25]=3)=[CH:20][CH:19]=2)[N:12]([CH2:14][CH3:15])[CH:13]=1.Br[CH2:32][C:33]1[CH:38]=[CH:37][C:36]([C:39]#[N:40])=[CH:35][CH:34]=1.[NH:41]1C=N[N:43]=[N:42]1. (3) Given the product [ClH:24].[CH:1]([O:4][C:5]1[CH:10]=[CH:9][C:8]([C:11]2[C:15]([CH:16]=[O:17])=[CH:14][NH:13][N:12]=2)=[CH:7][CH:6]=1)([CH3:3])[CH3:2], predict the reactants needed to synthesize it. The reactants are: [CH:1]([O:4][C:5]1[CH:10]=[CH:9][C:8]([C:11]2[C:15]([CH:16]=[O:17])=[CH:14][N:13](C3CCCCO3)[N:12]=2)=[CH:7][CH:6]=1)([CH3:3])[CH3:2].[ClH:24]. (4) Given the product [CH3:26][O:27][C:28]1[CH:33]=[CH:32][C:31]([O:34][C:5]2[N:10]=[C:9]([C:11]3[CH:16]=[CH:15][C:14]([Cl:17])=[CH:13][C:12]=3[Cl:18])[C:8]([C:19]3[CH:24]=[CH:23][C:22]([Cl:25])=[CH:21][CH:20]=3)=[CH:7][N:6]=2)=[CH:30][CH:29]=1, predict the reactants needed to synthesize it. The reactants are: CS([C:5]1[N:10]=[C:9]([C:11]2[CH:16]=[CH:15][C:14]([Cl:17])=[CH:13][C:12]=2[Cl:18])[C:8]([C:19]2[CH:24]=[CH:23][C:22]([Cl:25])=[CH:21][CH:20]=2)=[CH:7][N:6]=1)(=O)=O.[CH3:26][O:27][C:28]1[CH:33]=[CH:32][C:31]([OH:34])=[CH:30][CH:29]=1. (5) The reactants are: Cl[C:2]1[N:3]=[C:4]([NH2:41])[C:5]2[N:6]=[CH:7][N:8]([C:39]=2[N:40]=1)[C@@H:9]1[O:38][C@H:28]([CH2:29][O:30][Si:31]([C:34]([CH3:37])([CH3:36])[CH3:35])([CH3:33])[CH3:32])[C@@H:19]([O:20][Si:21]([C:24]([CH3:27])([CH3:26])[CH3:25])([CH3:23])[CH3:22])[C@H:10]1[O:11][Si:12]([C:15]([CH3:18])([CH3:17])[CH3:16])([CH3:14])[CH3:13].[CH3:42][C:43]1[CH:44]=[C:45]([CH2:49][CH2:50][OH:51])[CH:46]=[CH:47][CH:48]=1. Given the product [CH3:42][C:43]1[CH:44]=[C:45]([CH2:49][CH2:50][O:51][C:2]2[N:3]=[C:4]([NH2:41])[C:5]3[N:6]=[CH:7][N:8]([C:39]=3[N:40]=2)[C@@H:9]2[O:38][C@H:28]([CH2:29][O:30][Si:31]([C:34]([CH3:37])([CH3:36])[CH3:35])([CH3:33])[CH3:32])[C@@H:19]([O:20][Si:21]([C:24]([CH3:27])([CH3:26])[CH3:25])([CH3:23])[CH3:22])[C@H:10]2[O:11][Si:12]([C:15]([CH3:18])([CH3:17])[CH3:16])([CH3:14])[CH3:13])[CH:46]=[CH:47][CH:48]=1, predict the reactants needed to synthesize it. (6) Given the product [CH3:1][O:2][C:3]([C:5]1[N:6]=[CH:7][S:8][C:9]=1[CH2:10][CH2:11][C:12]1[CH:17]=[CH:16][CH:15]=[CH:14][CH:13]=1)=[O:4], predict the reactants needed to synthesize it. The reactants are: [CH3:1][O:2][C:3]([C:5]1[N:6]=[C:7](N)[S:8][C:9]=1[CH2:10][CH2:11][C:12]1[CH:17]=[CH:16][CH:15]=[CH:14][CH:13]=1)=[O:4].N(OCCC(C)C)=O. (7) The reactants are: [NH2:1][C:2]1[N:3]=[N:4][C:5]([Cl:9])=[CH:6][C:7]=1[Br:8].[Cl:10][C:11]1[C:16]([Cl:17])=[CH:15][CH:14]=[CH:13][C:12]=1[S:18](Cl)(=[O:20])=[O:19].[H-].[Na+]. Given the product [Cl:10][C:11]1[C:16]([Cl:17])=[CH:15][CH:14]=[CH:13][C:12]=1[S:18]([NH:1][C:2]1[N:3]=[N:4][C:5]([Cl:9])=[CH:6][C:7]=1[Br:8])(=[O:20])=[O:19], predict the reactants needed to synthesize it. (8) Given the product [OH:5][C:6]1[CH:19]=[CH:18][C:17]2[S:16][C:15]3[C:10](=[CH:11][CH:12]=[CH:13][CH:14]=3)[C:9](=[O:20])[C:8]=2[CH:7]=1, predict the reactants needed to synthesize it. The reactants are: C(C[O:5][C:6]1[CH:19]=[CH:18][C:17]2[S:16][C:15]3[C:10](=[CH:11][CH:12]=[CH:13][CH:14]=3)[C:9](=[O:20])[C:8]=2[CH:7]=1)(O)=O.C1(O)C=CC=CC=1.C(O)(=O)C1C=CC=CC=1SSC1C=CC=CC=1C(O)=O. (9) The reactants are: [Cl:1][C:2]1[CH:3]=[C:4]([CH2:9][C:10]2[N:15]([C:16]([O:18][CH2:19][CH3:20])=[O:17])[CH2:14][CH2:13][C:12](=[O:21])[CH:11]=2)[CH:5]=[CH:6][C:7]=1[Cl:8].CCC(C)[BH-](C(C)CC)C(C)CC.[Li+].O. Given the product [Cl:1][C:2]1[CH:3]=[C:4]([CH2:9][CH:10]2[CH2:11][C:12](=[O:21])[CH2:13][CH2:14][N:15]2[C:16]([O:18][CH2:19][CH3:20])=[O:17])[CH:5]=[CH:6][C:7]=1[Cl:8], predict the reactants needed to synthesize it.